Dataset: Forward reaction prediction with 1.9M reactions from USPTO patents (1976-2016). Task: Predict the product of the given reaction. (1) The product is: [CH2:1]([NH:8][C:17](=[O:18])[CH:16]([C:13]1[CH:12]=[CH:11][C:10]([CH3:9])=[CH:15][CH:14]=1)[CH:20]1[CH2:25][CH2:24][O:23][CH2:22][CH2:21]1)[C:2]1[CH:7]=[CH:6][CH:5]=[CH:4][CH:3]=1. Given the reactants [CH2:1]([NH2:8])[C:2]1[CH:7]=[CH:6][CH:5]=[CH:4][CH:3]=1.[CH3:9][C:10]1[CH:15]=[CH:14][C:13]([CH:16]([CH:20]2[CH2:25][CH2:24][O:23][CH2:22][CH2:21]2)[C:17](O)=[O:18])=[CH:12][CH:11]=1.Cl.C(N=C=NCCCN(C)C)C.ON1C2C=CC=CC=2N=N1, predict the reaction product. (2) Given the reactants [C:1]([O:5][C:6]([N:8]1[CH2:13][CH2:12][CH2:11][CH:10]([OH:14])[CH2:9]1)=[O:7])([CH3:4])([CH3:3])[CH3:2].CS(C)=O.O.C(N(CC)CC)C, predict the reaction product. The product is: [C:1]([O:5][C:6]([N:8]1[CH2:13][CH2:12][CH2:11][C:10](=[O:14])[CH2:9]1)=[O:7])([CH3:4])([CH3:2])[CH3:3]. (3) Given the reactants [Cl:1][C:2]1[CH:3]=[C:4]([CH3:23])[C:5]([N:8]([CH2:19][CH:20]([CH3:22])[CH3:21])[S:9]([C:12]2[CH:17]=[CH:16][C:15](F)=[CH:14][CH:13]=2)(=[O:11])=[O:10])=[N:6][CH:7]=1.[O:24]1[CH2:29][CH2:28][CH:27]([CH2:30][OH:31])[CH2:26][CH2:25]1.[H-].[Na+], predict the reaction product. The product is: [Cl:1][C:2]1[CH:3]=[C:4]([CH3:23])[C:5]([N:8]([CH2:19][CH:20]([CH3:22])[CH3:21])[S:9]([C:12]2[CH:17]=[CH:16][C:15]([O:31][CH2:30][CH:27]3[CH2:28][CH2:29][O:24][CH2:25][CH2:26]3)=[CH:14][CH:13]=2)(=[O:11])=[O:10])=[N:6][CH:7]=1. (4) Given the reactants [C:1]([O:5][C:6]([N:8]1[CH2:13][CH2:12][C:11]2[N:14]([CH2:27][CH2:28][CH2:29][N:30]3[CH2:35][CH2:34][N:33]([C:36]4[C:41]([N+:42]([O-])=O)=[CH:40][CH:39]=[CH:38][C:37]=4[Cl:45])[CH2:32][CH2:31]3)[N:15]=[C:16]([C:17]3[CH:22]=[CH:21][C:20]([C:23]([F:26])([F:25])[F:24])=[CH:19][CH:18]=3)[C:10]=2[CH2:9]1)=[O:7])([CH3:4])([CH3:3])[CH3:2].C(O)(=O)C.C([O-])(O)=O.[Na+], predict the reaction product. The product is: [C:1]([O:5][C:6]([N:8]1[CH2:13][CH2:12][C:11]2[N:14]([CH2:27][CH2:28][CH2:29][N:30]3[CH2:35][CH2:34][N:33]([C:36]4[C:37]([Cl:45])=[CH:38][CH:39]=[CH:40][C:41]=4[NH2:42])[CH2:32][CH2:31]3)[N:15]=[C:16]([C:17]3[CH:18]=[CH:19][C:20]([C:23]([F:25])([F:26])[F:24])=[CH:21][CH:22]=3)[C:10]=2[CH2:9]1)=[O:7])([CH3:4])([CH3:2])[CH3:3]. (5) Given the reactants [NH:1]1[C:9]2[C:4](=[CH:5][CH:6]=[CH:7][CH:8]=2)[C:3]([S:10][C:11]2[CH:21]=[CH:20][CH:19]=[CH:18][C:12]=2[C:13]([N:15]([CH3:17])[CH3:16])=O)=[CH:2]1.B.CO.C(O)(=O)C(O)=O, predict the reaction product. The product is: [NH:1]1[C:9]2[C:4](=[CH:5][CH:6]=[CH:7][CH:8]=2)[C:3]([S:10][C:11]2[CH:21]=[CH:20][CH:19]=[CH:18][C:12]=2[CH2:13][N:15]([CH3:17])[CH3:16])=[CH:2]1. (6) Given the reactants [Cl:1][C:2]1[C:11]2[C:6](=[CH:7][CH:8]=[C:9]([CH:12]([C:14]3[N:18]([CH3:19])[N:17]=[N:16][CH:15]=3)[OH:13])[CH:10]=2)[N:5]=[C:4]([O:20][CH3:21])[C:3]=1[CH2:22][C:23]1[CH:28]=[CH:27][C:26]([C:29]([F:32])([F:31])[F:30])=[CH:25][CH:24]=1, predict the reaction product. The product is: [Cl:1][C:2]1[C:11]2[C:6](=[CH:7][CH:8]=[C:9]([C:12]([C:14]3[N:18]([CH3:19])[N:17]=[N:16][CH:15]=3)=[O:13])[CH:10]=2)[N:5]=[C:4]([O:20][CH3:21])[C:3]=1[CH2:22][C:23]1[CH:24]=[CH:25][C:26]([C:29]([F:30])([F:31])[F:32])=[CH:27][CH:28]=1. (7) Given the reactants [CH:1]([CH:3]([CH:9]=O)[C:4]([O:6][CH2:7][CH3:8])=[O:5])=O.[NH:11]([C:13]1[N:14]=[C:15]([NH2:31])[C:16]2[N:17]=[CH:18][N:19]([C:29]=2[N:30]=1)[C@@H:20]1[O:28][C@H:25]([CH2:26][OH:27])[C@@H:23]([OH:24])[C@H:21]1[OH:22])[NH2:12], predict the reaction product. The product is: [OH:22][C@@H:21]1[C@H:23]([OH:24])[C@@H:25]([CH2:26][OH:27])[O:28][C@H:20]1[N:19]1[CH:18]=[N:17][C:16]2[C:29]1=[N:30][C:13]([N:11]1[CH:1]=[C:3]([C:4]([O:6][CH2:7][CH3:8])=[O:5])[CH:9]=[N:12]1)=[N:14][C:15]=2[NH2:31].